This data is from Peptide-MHC class II binding affinity with 134,281 pairs from IEDB. The task is: Regression. Given a peptide amino acid sequence and an MHC pseudo amino acid sequence, predict their binding affinity value. This is MHC class II binding data. (1) The peptide sequence is IRQLERLLQAVVGAG. The MHC is HLA-DPA10103-DPB10301 with pseudo-sequence HLA-DPA10103-DPB10301. The binding affinity (normalized) is 0.719. (2) The binding affinity (normalized) is 0.852. The MHC is HLA-DPA10103-DPB10601 with pseudo-sequence HLA-DPA10103-DPB10601. The peptide sequence is QKKYFAATQFEPLAA. (3) The peptide sequence is AFKVAATAANTAPAN. The MHC is DRB1_0802 with pseudo-sequence DRB1_0802. The binding affinity (normalized) is 0.618. (4) The peptide sequence is GNFPDRFSGHQFPNYSSELN. The MHC is DRB5_0101 with pseudo-sequence DRB5_0101. The binding affinity (normalized) is 0.297.